From a dataset of Peptide-MHC class I binding affinity with 185,985 pairs from IEDB/IMGT. Regression. Given a peptide amino acid sequence and an MHC pseudo amino acid sequence, predict their binding affinity value. This is MHC class I binding data. The peptide sequence is GHEDLMAAY. The MHC is HLA-A26:01 with pseudo-sequence HLA-A26:01. The binding affinity (normalized) is 0.312.